From a dataset of Reaction yield outcomes from USPTO patents with 853,638 reactions. Predict the reaction yield, written as a fraction of the theoretical maximum amount of product (1.0 means a 100% yield; for example, 0.34 means a 34% yield). (1) The product is [Br:11][C:12]1[CH:13]=[C:10]([C:9]#[N:6])[S:15][C:16]=1[Cl:17]. The catalyst is C(#N)C.C(OCC)(=O)C. The yield is 0.930. The reactants are Cl.NO.C([N:6]([CH2:9][CH3:10])CC)C.[Br:11][C:12]1[CH:13]=C(C=O)[S:15][C:16]=1[Cl:17].C1(=O)OC(=O)C2=CC=CC=C12. (2) The product is [OH:14][C:2]1[CH:3]=[CH:4][C:5]([CH3:12])=[C:6]([CH:11]=1)[C:7]([O:9][CH3:10])=[O:8]. The yield is 0.670. The catalyst is OS(O)(=O)=O.O.[O-]S([O-])(=O)=O.[Cu+2]. The reactants are N[C:2]1[CH:3]=[CH:4][C:5]([CH3:12])=[C:6]([CH:11]=1)[C:7]([O:9][CH3:10])=[O:8].N([O-])=[O:14].[Na+]. (3) The catalyst is C(O)C. The yield is 0.990. The product is [ClH:19].[NH2:8][C@@H:5]1[CH2:6][NH:7][C:2](=[O:1])[CH2:3][CH2:4]1. The reactants are [O:1]=[C:2]1[NH:7][CH2:6][C@@H:5]([NH:8]C(OC(C)(C)C)=O)[CH2:4][CH2:3]1.C([Cl:19])(=O)C.C1(N)C(F)=C(F)C(F)=C(N)C=1F.Cl.Cl. (4) The reactants are C(OC(=O)[NH:7][CH2:8][CH2:9][CH2:10][N:11]1[C:19]([S:20][C:21]2[CH:26]=[C:25]([O:27][CH3:28])[CH:24]=[CH:23][C:22]=2[I:29])=[N:18][C:17]2[C:12]1=[N:13][CH:14]=[N:15][C:16]=2[NH2:30])(C)(C)C.[C:32]([OH:38])([C:34]([F:37])([F:36])[F:35])=[O:33]. The catalyst is C(Cl)Cl. The product is [C:32]([OH:38])([C:34]([F:37])([F:36])[F:35])=[O:33].[NH2:7][CH2:8][CH2:9][CH2:10][N:11]1[C:19]([S:20][C:21]2[CH:26]=[C:25]([O:27][CH3:28])[CH:24]=[CH:23][C:22]=2[I:29])=[N:18][C:17]2[C:12]1=[N:13][CH:14]=[N:15][C:16]=2[NH2:30]. The yield is 0.0100.